Dataset: Forward reaction prediction with 1.9M reactions from USPTO patents (1976-2016). Task: Predict the product of the given reaction. (1) The product is: [F:1][C:2]1[CH:3]=[C:4]2[C:11]([I:12])=[N:10][N:9]([CH2:20][C:21]3[CH:26]=[CH:25][C:24]([O:27][CH3:28])=[CH:23][CH:22]=3)[C:5]2=[N:6][C:7]=1[CH3:8]. Given the reactants [F:1][C:2]1[CH:3]=[C:4]2[C:11]([I:12])=[N:10][NH:9][C:5]2=[N:6][C:7]=1[CH3:8].C(=O)([O-])[O-].[Cs+].[Cs+].Cl[CH2:20][C:21]1[CH:26]=[CH:25][C:24]([O:27][CH3:28])=[CH:23][CH:22]=1.O, predict the reaction product. (2) Given the reactants [Br:1][C:2]1[CH:7]=[CH:6][C:5]([Cl:8])=[CH:4][C:3]=1[N+:9]([O-])=O.Cl[Sn]Cl.O.C([O-])(O)=O.[Na+], predict the reaction product. The product is: [Br:1][C:2]1[CH:7]=[CH:6][C:5]([Cl:8])=[CH:4][C:3]=1[NH2:9].